From a dataset of Catalyst prediction with 721,799 reactions and 888 catalyst types from USPTO. Predict which catalyst facilitates the given reaction. (1) Reactant: [NH2:1][C:2]1[N:6]([C:7]2[CH:12]=[CH:11][C:10]([F:13])=[CH:9][CH:8]=2)[N:5]=[CH:4][C:3]=1[C:14](=[O:22])[C:15]1[CH:20]=[CH:19][CH:18]=[C:17]([OH:21])[CH:16]=1.[N:23]1[CH:28]=[CH:27][CH:26]=[CH:25][C:24]=1[CH2:29]O.C1(P(C2C=CC=CC=2)C2C=CC=CC=2)C=CC=CC=1.CCOC(/N=N/C(OCC)=O)=O. Product: [NH2:1][C:2]1[N:6]([C:7]2[CH:12]=[CH:11][C:10]([F:13])=[CH:9][CH:8]=2)[N:5]=[CH:4][C:3]=1[C:14](=[O:22])[C:15]1[CH:20]=[CH:19][CH:18]=[C:17]([O:21][CH2:29][C:24]2[CH:25]=[CH:26][CH:27]=[CH:28][N:23]=2)[CH:16]=1. The catalyst class is: 11. (2) Product: [F:10][C:11]([F:19])([F:20])[C:12]1[CH:13]=[C:14]([CH:15]=[CH:16][CH:17]=1)[O:18][C:2]1[CH:9]=[CH:8][CH:7]=[CH:6][C:3]=1[CH:4]=[O:5]. The catalyst class is: 9. Reactant: F[C:2]1[CH:9]=[CH:8][CH:7]=[CH:6][C:3]=1[CH:4]=[O:5].[F:10][C:11]([F:20])([F:19])[C:12]1[CH:13]=[C:14]([OH:18])[CH:15]=[CH:16][CH:17]=1.C(=O)([O-])[O-].[K+].[K+].C(OCC)(=O)C. (3) Reactant: [CH3:1][CH2:2][CH2:3][C@H:4]([NH:10][C@H:11]([C:13]([OH:15])=[O:14])[CH3:12])[C:5]([O:7][CH2:8][CH3:9])=[O:6].N1([S:21](Cl)=[O:22])C=CN=C1. Product: [CH3:12][C@H:11]1[C:13](=[O:15])[O:14][S:21](=[O:22])[N:10]1[C@@H:4]([CH2:3][CH2:2][CH3:1])[C:5]([O:7][CH2:8][CH3:9])=[O:6]. The catalyst class is: 4. (4) Reactant: C(OC(=O)[NH:7][CH2:8][CH2:9][N:10]1[C:18]2[C:17]([NH:19][C:20]3[CH:25]=[CH:24][C:23]([O:26][C:27]4[CH:32]=[CH:31][CH:30]=[C:29]([C:33]5([C:36]#[N:37])[CH2:35][CH2:34]5)[CH:28]=4)=[C:22]([CH3:38])[CH:21]=3)=[N:16][CH:15]=[N:14][C:13]=2[CH:12]=[CH:11]1)(C)(C)C.[ClH:40]. Product: [ClH:40].[ClH:40].[NH2:7][CH2:8][CH2:9][N:10]1[C:18]2[C:17]([NH:19][C:20]3[CH:25]=[CH:24][C:23]([O:26][C:27]4[CH:28]=[C:29]([C:33]5([C:36]#[N:37])[CH2:34][CH2:35]5)[CH:30]=[CH:31][CH:32]=4)=[C:22]([CH3:38])[CH:21]=3)=[N:16][CH:15]=[N:14][C:13]=2[CH:12]=[CH:11]1. The catalyst class is: 8. (5) Reactant: [N:1]1[CH:6]=[CH:5][CH:4]=[CH:3][C:2]=1[C:7]1[N:11]2[CH:12]=[CH:13][N:14]=[CH:15][C:10]2=[N:9][C:8]=1[CH:16]([NH2:18])[CH3:17].[NH2:19][C:20]1[C:25]([C:26]#[N:27])=[C:24](Cl)[N:23]=[CH:22][N:21]=1.CCN(C(C)C)C(C)C. Product: [NH2:19][C:20]1[C:25]([C:26]#[N:27])=[C:24]([NH:18][CH:16]([C:8]2[N:9]=[C:10]3[CH:15]=[N:14][CH:13]=[CH:12][N:11]3[C:7]=2[C:2]2[CH:3]=[CH:4][CH:5]=[CH:6][N:1]=2)[CH3:17])[N:23]=[CH:22][N:21]=1. The catalyst class is: 51.